From a dataset of Full USPTO retrosynthesis dataset with 1.9M reactions from patents (1976-2016). Predict the reactants needed to synthesize the given product. (1) Given the product [O:29]1[CH2:30][CH2:31][N:26]([C:8]2[C:9]3[N:10]([CH:11]=[C:12]([CH2:14][O:15][C:16]4[CH:25]=[CH:24][C:23]5[C:18](=[CH:19][CH:20]=[CH:21][CH:22]=5)[N:17]=4)[N:13]=3)[C:5]([C:3]3[N:4]=[C:32]([OH:33])[O:1][N:2]=3)=[CH:6][N:7]=2)[CH2:27][CH2:28]1, predict the reactants needed to synthesize it. The reactants are: [OH:1]/[N:2]=[C:3](/[C:5]1[N:10]2[CH:11]=[C:12]([CH2:14][O:15][C:16]3[CH:25]=[CH:24][C:23]4[C:18](=[CH:19][CH:20]=[CH:21][CH:22]=4)[N:17]=3)[N:13]=[C:9]2[C:8]([N:26]2[CH2:31][CH2:30][O:29][CH2:28][CH2:27]2)=[N:7][CH:6]=1)\[NH2:4].[C:32](N1C=CN=C1)(N1C=CN=C1)=[O:33].N12CCCN=C1CCCCC2. (2) Given the product [CH3:8][C@H:6]1[NH:7][C@@H:2]([CH3:1])[CH2:3][N:4]([C:9]2[CH:10]=[C:11]([C:15]([OH:17])=[O:16])[CH:12]=[N:13][CH:14]=2)[CH2:5]1, predict the reactants needed to synthesize it. The reactants are: [CH3:1][C@H:2]1[NH:7][C@@H:6]([CH3:8])[CH2:5][N:4]([C:9]2[CH:10]=[C:11]([C:15]([O:17]CC)=[O:16])[CH:12]=[N:13][CH:14]=2)[CH2:3]1.[OH-].[Li+].